This data is from Catalyst prediction with 721,799 reactions and 888 catalyst types from USPTO. The task is: Predict which catalyst facilitates the given reaction. Reactant: [C:1]([O:5][C:6]([NH:8][C@H:9]1[C@H:13]([OH:14])[CH2:12][N:11]([C:15]([O:17][CH2:18][C:19]2[CH:24]=[CH:23][CH:22]=[CH:21][CH:20]=2)=[O:16])[CH2:10]1)=[O:7])([CH3:4])([CH3:3])[CH3:2].[H-].[Na+].[CH2:27](Br)[CH:28]=[CH2:29]. Product: [CH2:29]([O:14][C@H:13]1[C@H:9]([NH:8][C:6]([O:5][C:1]([CH3:4])([CH3:2])[CH3:3])=[O:7])[CH2:10][N:11]([C:15]([O:17][CH2:18][C:19]2[CH:24]=[CH:23][CH:22]=[CH:21][CH:20]=2)=[O:16])[CH2:12]1)[CH:28]=[CH2:27]. The catalyst class is: 1.